From a dataset of Choline transporter screen with 302,306 compounds. Binary Classification. Given a drug SMILES string, predict its activity (active/inactive) in a high-throughput screening assay against a specified biological target. (1) The drug is O1CCN(C2=Nc3c4c2cccc4ccc3)CC1. The result is 0 (inactive). (2) The compound is S1(=O)(=O)CC(NC(=O)CCN2C(=O)C(/SC2=O)=C/c2cc(OC)ccc2)CC1. The result is 0 (inactive). (3) The molecule is O=C(NC1CCCC1)C(NC(=O)C1CN(C(=O)C1)c1cc2OCCOc2cc1)C(CC)C. The result is 0 (inactive). (4) The compound is Clc1c(COc2ncccc2)c(Cl)ccc1. The result is 0 (inactive).